Task: Predict the product of the given reaction.. Dataset: Forward reaction prediction with 1.9M reactions from USPTO patents (1976-2016) Given the reactants [Cl:1][C:2]1[CH:14]=[CH:13][C:5]([CH2:6][NH:7][S:8]([CH2:11]Cl)(=[O:10])=[O:9])=[CH:4][CH:3]=1.Cl.[Cl:16][C:17]1[CH:22]=[CH:21][C:20]([C:23]([C:25]2[C:26]([SH:31])=[N:27][CH:28]=[CH:29][CH:30]=2)=O)=[CH:19][CH:18]=1, predict the reaction product. The product is: [Cl:1][C:2]1[CH:14]=[CH:13][C:5]([CH2:6][NH:7][S:8]([C:11]2[S:31][C:26]3=[N:27][CH:28]=[CH:29][CH:30]=[C:25]3[C:23]=2[C:20]2[CH:21]=[CH:22][C:17]([Cl:16])=[CH:18][CH:19]=2)(=[O:10])=[O:9])=[CH:4][CH:3]=1.